Dataset: Reaction yield outcomes from USPTO patents with 853,638 reactions. Task: Predict the reaction yield, written as a fraction of the theoretical maximum amount of product (1.0 means a 100% yield; for example, 0.34 means a 34% yield). (1) The reactants are [F:1][C:2]([F:27])([F:26])[C:3]1[CH:4]=[C:5](Br)[CH:6]=[C:7]2[C:11]=1[C:10](=[O:12])[N:9]([CH2:13][C:14]1[CH:19]=[CH:18][C:17]([O:20][C:21]([F:24])([F:23])[F:22])=[CH:16][CH:15]=1)[CH2:8]2.C[O-].[Na+].CO.[C:33](OCC)(=[O:35])C. The catalyst is CO.CCCCCC. The product is [F:1][C:2]([F:27])([F:26])[C:3]1[CH:4]=[C:5]([O:35][CH3:33])[CH:6]=[C:7]2[C:11]=1[C:10](=[O:12])[N:9]([CH2:13][C:14]1[CH:19]=[CH:18][C:17]([O:20][C:21]([F:24])([F:23])[F:22])=[CH:16][CH:15]=1)[CH2:8]2. The yield is 0.700. (2) The reactants are [Cl:1][C:2]1[CH:8]=[C:7]([Cl:9])[CH:6]=[CH:5][C:3]=1[NH2:4].F[C:11]1[CH:12]=[N:13][CH:14]=[CH:15][C:16]=1[C:17]([OH:19])=[O:18].[Li+].C[Si]([N-][Si](C)(C)C)(C)C. The catalyst is C1COCC1. The product is [Cl:1][C:2]1[CH:8]=[C:7]([Cl:9])[CH:6]=[CH:5][C:3]=1[NH:4][C:15]1[CH:14]=[N:13][CH:12]=[CH:11][C:16]=1[C:17]([OH:19])=[O:18]. The yield is 0.720. (3) The reactants are BrC[CH2:3][C:4]1[CH:11]=[CH:10][C:7]([CH:8]=[O:9])=[CH:6][CH:5]=1.C([O-])([O-])=O.[K+].[K+].[CH:18]([N:21]1[CH2:26][CH2:25][NH:24][CH2:23][CH2:22]1)([CH3:20])[CH3:19]. The catalyst is CN(C=O)C. The product is [CH:18]([N:21]1[CH2:26][CH2:25][N:24]([CH2:3][C:4]2[CH:5]=[CH:6][C:7]([CH:8]=[O:9])=[CH:10][CH:11]=2)[CH2:23][CH2:22]1)([CH3:20])[CH3:19]. The yield is 0.970. (4) The reactants are [F:1][C:2]1[C:3]([N:9]=[CH:10][N:11]([CH3:13])[CH3:12])=[N:4][C:5]([OH:8])=[N:6][CH:7]=1.C(N(CC)CC)C.Cl[C:22]([O:24][CH2:25][CH3:26])=[O:23]. The catalyst is C(Cl)Cl. The product is [CH2:25]([O:24][C:22](=[O:23])[O:8][C:5]1[N:4]=[C:3]([N:9]=[CH:10][N:11]([CH3:13])[CH3:12])[C:2]([F:1])=[CH:7][N:6]=1)[CH3:26]. The yield is 0.220. (5) The reactants are [C:1]1(=[O:11])[NH:5][C:4](=[O:6])[C:3]2=[CH:7][CH:8]=[CH:9][CH:10]=[C:2]12.[CH2:12]([N:19]([CH2:24][C:25]1[CH:30]=[CH:29][CH:28]=[CH:27][CH:26]=1)[C@@H:20]([CH3:23])[CH2:21]O)[C:13]1[CH:18]=[CH:17][CH:16]=[CH:15][CH:14]=1.C1C=CC(P(C2C=CC=CC=2)C2C=CC=CC=2)=CC=1.CCOC(/N=N/C(OCC)=O)=O. The catalyst is C1COCC1. The product is [CH2:24]([N:19]([CH2:12][C:13]1[CH:14]=[CH:15][CH:16]=[CH:17][CH:18]=1)[C@@H:20]([CH3:23])[CH2:21][N:5]1[C:1](=[O:11])[C:2]2[C:3](=[CH:7][CH:8]=[CH:9][CH:10]=2)[C:4]1=[O:6])[C:25]1[CH:30]=[CH:29][CH:28]=[CH:27][CH:26]=1. The yield is 0.700. (6) The reactants are [Cl:1][C:2]1[C:19]([C:20]([F:23])([F:22])[F:21])=[CH:18][CH:17]=[CH:16][C:3]=1[CH2:4][N:5]1[CH:10]([CH:11]2[CH2:13][CH2:12]2)[CH2:9][NH:8][C:7](=S)[C:6]1=[O:15].[C:24]([NH:32][NH2:33])(=O)[C:25]1[CH:30]=[CH:29][CH:28]=[N:27][CH:26]=1. The catalyst is C(O)CCC. The product is [Cl:1][C:2]1[C:19]([C:20]([F:23])([F:22])[F:21])=[CH:18][CH:17]=[CH:16][C:3]=1[CH2:4][N:5]1[CH:10]([CH:11]2[CH2:13][CH2:12]2)[CH2:9][N:8]2[C:24]([C:25]3[CH:26]=[N:27][CH:28]=[CH:29][CH:30]=3)=[N:32][N:33]=[C:7]2[C:6]1=[O:15]. The yield is 0.550. (7) The reactants are FC(F)(F)C(O)=O.C(OC([N:15]1[CH2:20][CH2:19][CH:18]([O:21][C:22]2[CH:27]=[CH:26][C:25]([NH:28][C:29]([NH:31][C:32]3[N:33]([C:41]4[CH:46]=[CH:45][C:44]([CH3:47])=[CH:43][CH:42]=4)[N:34]=[C:35]([C:37]([CH3:40])([CH3:39])[CH3:38])[CH:36]=3)=[O:30])=[C:24]([CH3:48])[N:23]=2)[CH2:17][CH2:16]1)=O)(C)(C)C. The catalyst is ClCCl. The product is [C:37]([C:35]1[CH:36]=[C:32]([NH:31][C:29]([NH:28][C:25]2[C:24]([CH3:48])=[N:23][C:22]([O:21][CH:18]3[CH2:17][CH2:16][NH:15][CH2:20][CH2:19]3)=[CH:27][CH:26]=2)=[O:30])[N:33]([C:41]2[CH:46]=[CH:45][C:44]([CH3:47])=[CH:43][CH:42]=2)[N:34]=1)([CH3:40])([CH3:39])[CH3:38]. The yield is 0.980.